This data is from Full USPTO retrosynthesis dataset with 1.9M reactions from patents (1976-2016). The task is: Predict the reactants needed to synthesize the given product. (1) The reactants are: N1C=CC=CC=1.[C:7]([O:11][C:12](=[O:25])[NH:13][C:14]1[O:18][N:17]=[C:16]([C:19]([CH3:24])([CH3:23])[CH2:20][NH:21][CH3:22])[CH:15]=1)([CH3:10])([CH3:9])[CH3:8].[C:26](Cl)(=[O:28])[CH3:27]. Given the product [C:7]([O:11][C:12](=[O:25])[NH:13][C:14]1[O:18][N:17]=[C:16]([C:19]([CH3:24])([CH3:23])[CH2:20][N:21]([C:26](=[O:28])[CH3:27])[CH3:22])[CH:15]=1)([CH3:10])([CH3:9])[CH3:8], predict the reactants needed to synthesize it. (2) Given the product [NH2:1][C:2]1[N:3]=[C:4]2[C:13]3[C:7]([CH2:8][CH:9]([C:14]([NH:31][CH:28]4[CH2:30][CH2:29]4)=[O:15])[S:10][C:11]=3[N:12]=1)=[N:6][N:5]2[CH2:17][C:18]1[C:23]([CH3:24])=[C:22]([O:25][CH3:26])[C:21]([CH3:27])=[CH:20][N:19]=1, predict the reactants needed to synthesize it. The reactants are: [NH2:1][C:2]1[N:3]=[C:4]2[C:13]3[C:7]([CH2:8][CH:9]([C:14](O)=[O:15])[S:10][C:11]=3[N:12]=1)=[N:6][N:5]2[CH2:17][C:18]1[C:23]([CH3:24])=[C:22]([O:25][CH3:26])[C:21]([CH3:27])=[CH:20][N:19]=1.[CH:28]1([NH2:31])[CH2:30][CH2:29]1.O.ON1C2C=CC=CC=2N=N1.Cl.CN(C)CCCN=C=NCC. (3) Given the product [CH2:25]([O:27][C:28](=[O:37])[C:29]1[CH:34]=[CH:33][N:32]=[C:31]([N:35]2[C:5]([C:7]3[C:12](=[O:13])[CH:11]=[CH:10][N:9]([C:14]4[CH:19]=[CH:18][CH:17]=[C:16]([S:20]([CH3:23])(=[O:22])=[O:21])[CH:15]=4)[N:8]=3)=[CH:4][CH:3]=[N:2]2)[CH:30]=1)[CH3:26], predict the reactants needed to synthesize it. The reactants are: C[N:2](C)/[CH:3]=[CH:4]/[C:5]([C:7]1[C:12](=[O:13])[CH:11]=[CH:10][N:9]([C:14]2[CH:19]=[CH:18][CH:17]=[C:16]([S:20]([CH3:23])(=[O:22])=[O:21])[CH:15]=2)[N:8]=1)=O.[CH2:25]([O:27][C:28](=[O:37])[C:29]1[CH:34]=[CH:33][N:32]=[C:31]([NH:35]N)[CH:30]=1)[CH3:26]. (4) Given the product [C:22]([O:16][C:15]1[C:12]([O:13][CH3:14])=[CH:11][C:10]([C:9]([OH:8])=[O:21])=[C:20]([N+:1]([O-:4])=[O:2])[C:17]=1[O:18][CH3:19])(=[O:24])[CH3:23], predict the reactants needed to synthesize it. The reactants are: [N+:1]([O-:4])(O)=[O:2].C([O:8][C:9](=[O:21])[C:10]1[CH:20]=[C:17]([O:18][CH3:19])[C:15]([OH:16])=[C:12]([O:13][CH3:14])[CH:11]=1)(=O)C.[C:22](OC(=O)C)(=[O:24])[CH3:23]. (5) Given the product [Br:22][C:23]1[CH:24]=[C:25]([S:31]([NH:8][C:4]2[CH:5]=[N:6][CH:7]=[C:2]([Cl:1])[C:3]=2[OH:21])(=[O:33])=[O:32])[CH:26]=[CH:27][C:28]=1[O:29][CH3:30], predict the reactants needed to synthesize it. The reactants are: [Cl:1][C:2]1[C:3]([OH:21])=[C:4]([NH:8]S(CC2C=C(Cl)C=C(Cl)C=2)(=O)=O)[CH:5]=[N:6][CH:7]=1.[Br:22][C:23]1[CH:24]=[C:25]([S:31](Cl)(=[O:33])=[O:32])[CH:26]=[CH:27][C:28]=1[O:29][CH3:30].ClC1C=C(CS(Cl)(=O)=O)C=C(Cl)C=1. (6) Given the product [Cl:1][C:2]1[N:10]=[C:9]2[C:5]([N:6]=[CH:7][N:8]2[CH:11]2[CH2:15][CH2:14][CH2:13][CH2:12]2)=[C:4]([NH:22][CH2:21][CH2:20][CH2:19][O:18][CH3:17])[N:3]=1, predict the reactants needed to synthesize it. The reactants are: [Cl:1][C:2]1[N:10]=[C:9]2[C:5]([N:6]=[CH:7][N:8]2[CH:11]2[CH2:15][CH2:14][CH2:13][CH2:12]2)=[C:4](Cl)[N:3]=1.[CH3:17][O:18][CH2:19][CH2:20][CH2:21][NH2:22]. (7) Given the product [C:13]([N:1]1[C:5]2=[N:6][CH:7]=[CH:8][C:9]([CH2:10][NH:11][C:19](=[O:20])[CH3:18])=[C:4]2[CH:3]=[CH:2]1)(=[O:14])[CH3:12], predict the reactants needed to synthesize it. The reactants are: [NH:1]1[C:5]2[N:6]=[CH:7][CH:8]=[C:9]([C:10]#[N:11])[C:4]=2[CH:3]=[CH:2]1.[CH3:12][CH2:13][O:14]C(C)=O.[CH3:18][C:19](OC(C)=O)=[O:20]. (8) Given the product [CH:17]1([N:20]2[CH2:28][C:27]3[C:22](=[CH:23][CH:24]=[C:25]([C:2]4[CH:3]=[CH:4][C:5]([CH2:8][N:9]5[CH2:13][C:12](=[O:14])[N:11]([CH3:15])[C:10]5=[O:16])=[N:6][CH:7]=4)[CH:26]=3)[C:21]2=[O:38])[CH2:19][CH2:18]1, predict the reactants needed to synthesize it. The reactants are: Br[C:2]1[CH:3]=[CH:4][C:5]([CH2:8][N:9]2[CH2:13][C:12](=[O:14])[N:11]([CH3:15])[C:10]2=[O:16])=[N:6][CH:7]=1.[CH:17]1([N:20]2[CH2:28][C:27]3[C:22](=[CH:23][CH:24]=[C:25](B4OC(C)(C)C(C)(C)O4)[CH:26]=3)[C:21]2=[O:38])[CH2:19][CH2:18]1.C1(P(C2CCCCC2)C2CCCCC2)CCCCC1.P([O-])([O-])([O-])=O.[K+].[K+].[K+]. (9) Given the product [CH2:1]([O:3][C:4]1[N:9]=[C:8](/[CH:10]=[CH:16]/[N:17]([CH3:19])[CH3:18])[C:7]([N+:11]([O-:13])=[O:12])=[CH:6][CH:5]=1)[CH3:2], predict the reactants needed to synthesize it. The reactants are: [CH2:1]([O:3][C:4]1[N:9]=[C:8]([CH3:10])[C:7]([N+:11]([O-:13])=[O:12])=[CH:6][CH:5]=1)[CH3:2].CO[CH:16](OC)[N:17]([CH3:19])[CH3:18].